Task: Predict the product of the given reaction.. Dataset: Forward reaction prediction with 1.9M reactions from USPTO patents (1976-2016) (1) Given the reactants [NH2:1][C:2]1[CH:3]=[C:4]([CH:9]=[CH:10][CH:11]=1)[C:5]([NH:7][NH2:8])=[O:6].C(N(CC)CC)C.[C:19](=S)=[S:20], predict the reaction product. The product is: [NH2:1][C:2]1[CH:3]=[C:4]([C:5]2[O:6][C:19]([SH:20])=[N:8][N:7]=2)[CH:9]=[CH:10][CH:11]=1. (2) Given the reactants S(=O)(=O)(O)O.[O:6]=[C:7]([CH:11]=[CH:12][C:13]1[CH:18]=[CH:17][CH:16]=[CH:15][CH:14]=1)[C:8]([O-:10])=[O:9].[Na+].[CH3:20]O, predict the reaction product. The product is: [O:6]=[C:7]([CH:11]=[CH:12][C:13]1[CH:18]=[CH:17][CH:16]=[CH:15][CH:14]=1)[C:8]([O:10][CH3:20])=[O:9].